Predict which catalyst facilitates the given reaction. From a dataset of Catalyst prediction with 721,799 reactions and 888 catalyst types from USPTO. (1) Reactant: [OH:1][C:2]1[CH:7]=[CH:6][CH:5]=[CH:4][N+:3]=1[O-:8].[N+:9]([O-])([OH:11])=[O:10]. Product: [NH2:9][C:5]1[CH:6]=[CH:7][C:2]([OH:1])=[N+:3]([O-:8])[CH:4]=1.[N+:9]([C:5]1[CH:6]=[CH:7][C:2]([OH:1])=[N+:3]([O-:8])[CH:4]=1)([O-:11])=[O:10]. The catalyst class is: 15. (2) Reactant: [CH2:1]1[CH2:6][C@@H:5]([C:7]([OH:9])=[O:8])[NH:4][CH2:3][CH2:2]1.[C:10]([N:17]1[CH2:22][CH2:21][C:20](=O)[CH2:19][CH2:18]1)([O:12][C:13]([CH3:16])([CH3:15])[CH3:14])=[O:11].C(O)(=O)C.C(O[BH-](OC(=O)C)OC(=O)C)(=O)C.[Na+]. Product: [C:13]([O:12][C:10]([N:17]1[CH2:22][CH2:21][CH:20]([N:4]2[CH2:3][CH2:2][CH2:1][CH2:6][CH:5]2[C:7]([OH:9])=[O:8])[CH2:19][CH2:18]1)=[O:11])([CH3:16])([CH3:14])[CH3:15]. The catalyst class is: 614. (3) Reactant: C(O)(=O)C1C=CC=CC=1.[Cl:10][C:11]1[CH:16]=[CH:15][CH:14]=[CH:13][C:12]=1[C:17]([C:19]1[C:20]([CH:25]=[C:26](O)[C:27]2[CH:32]=[CH:31][N:30]=[CH:29][CH:28]=2)=[N:21][CH:22]=[CH:23][CH:24]=1)=[O:18].C(=O)([O-])[O-].[K+].[K+].[N:40]([CH2:43][C:44]1[CH:49]=[C:48]([C:50]([F:53])([F:52])[F:51])[CH:47]=[C:46]([C:54]([F:57])([F:56])[F:55])[CH:45]=1)=[N+:41]=[N-:42].C(O)(C)C. Product: [F:51][C:50]([F:52])([F:53])[C:48]1[CH:49]=[C:44]([CH:45]=[C:46]([C:54]([F:57])([F:55])[F:56])[CH:47]=1)[CH2:43][N:40]1[C:26]([C:27]2[CH:32]=[CH:31][N:30]=[CH:29][CH:28]=2)=[C:25]([C:20]2[C:19]([C:17]([C:12]3[CH:13]=[CH:14][CH:15]=[CH:16][C:11]=3[Cl:10])=[O:18])=[CH:24][CH:23]=[CH:22][N:21]=2)[N:42]=[N:41]1. The catalyst class is: 107. (4) Reactant: C([O:8][C:9]1[CH:18]=[CH:17][C:16]([CH:19]([OH:40])[CH2:20][NH:21][C:22]([CH3:39])([CH3:38])[CH2:23][CH2:24][N:25]2[CH:29]=[CH:28][N:27]([C:30]3[CH:35]=[CH:34][C:33]([O:36][CH3:37])=[CH:32][CH:31]=3)[CH2:26]2)=[CH:15][C:10]=1[C:11](OC)=[O:12])C1C=CC=CC=1.C(OC1C=CC(C(=O)C(OCC)O)=CC=1C(OC)=O)C1C=CC=CC=1.COC1C=CC(N2C=CN(CCC(N)(C)C)C2)=CC=1.[BH4-].[Na+].Cl. Product: [OH:40][CH:19]([C:16]1[CH:17]=[CH:18][C:9]([OH:8])=[C:10]([CH2:11][OH:12])[CH:15]=1)[CH2:20][NH:21][C:22]([CH3:39])([CH3:38])[CH2:23][CH2:24][N:25]1[CH:29]=[CH:28][N:27]([C:30]2[CH:31]=[CH:32][C:33]([O:36][CH3:37])=[CH:34][CH:35]=2)[CH2:26]1. The catalyst class is: 15. (5) Reactant: [CH2:1]([C:8]1[N:12]([CH3:13])[C:11]2[CH:14]=[C:15]([C:18]([O:20]CC)=[O:19])[CH:16]=[CH:17][C:10]=2[N:9]=1)[C:2]1[CH:7]=[CH:6][CH:5]=[CH:4][CH:3]=1.[OH-].[Na+].[ClH:25]. Product: [ClH:25].[CH2:1]([C:8]1[N:12]([CH3:13])[C:11]2[CH:14]=[C:15]([C:18]([OH:20])=[O:19])[CH:16]=[CH:17][C:10]=2[N:9]=1)[C:2]1[CH:3]=[CH:4][CH:5]=[CH:6][CH:7]=1. The catalyst class is: 8. (6) Reactant: [OH-:1].[Na+].[CH:3]1[C:13]2[CH:12]=[CH:11][C:10]3[CH:14]=[CH:15][CH:16]=[CH:17][C:9]=3[CH:8]([CH2:18][CH2:19]OC(C3C(C4C=CC=C(Cl)C=4)C(C(OCCC#N)=O)=C(C)NC=3C)=O)[C:7]=2[CH:6]=[CH:5][CH:4]=1.[ClH:45].CCN=C=N[CH2:51][CH2:52][CH2:53]N(C)C.Cl.[CH3:58][N:59]1[CH2:64][CH2:63][NH:62][CH2:61][CH2:60]1.C([N:67]([CH2:70][CH3:71])[CH2:68][CH3:69])C.CN([C:75]1[CH:80]=[CH:79][CH:78]=[CH:77]N=1)C.F[C:82](F)(F)[C:83]([O-:85])=[O:84].[CH3:88]O. Product: [CH:14]1[C:10]2[CH:11]=[CH:12][C:13]3[CH:3]=[CH:4][CH:5]=[CH:6][C:7]=3[CH:8]([CH2:18][CH2:19][O:85][C:83](=[O:84])[C:82]3[C:78]([C:79]4[CH:53]=[CH:52][CH:51]=[C:75]([Cl:45])[CH:80]=4)=[C:77]([C:58]([N:59]4[CH2:64][CH2:63][N:62]([CH3:88])[CH2:61][CH2:60]4)=[O:1])[C:68]([CH3:69])=[N:67][C:70]=3[CH3:71])[C:9]=2[CH:17]=[CH:16][CH:15]=1. The catalyst class is: 4. (7) Reactant: Br[CH:2]([CH2:8][CH3:9])[C:3]([O:5][CH2:6][CH3:7])=[O:4].C(=O)([O-])[O-].[K+].[K+].[S:16]1[C:20]2[CH:21]=[CH:22][CH:23]=[CH:24][C:19]=2[N:18]=[C:17]1[NH:25][C:26](=[O:32])[O:27][C:28]([CH3:31])([CH3:30])[CH3:29]. Product: [C:28]([O:27][C:26]([N:25]=[C:17]1[N:18]([CH:2]([CH2:8][CH3:9])[C:3]([O:5][CH2:6][CH3:7])=[O:4])[C:19]2[CH:24]=[CH:23][CH:22]=[CH:21][C:20]=2[S:16]1)=[O:32])([CH3:31])([CH3:29])[CH3:30]. The catalyst class is: 9. (8) Reactant: [Cl:1][C:2]1[CH:3]=[CH:4][C:5]([O:20][CH2:21][C:22]2[CH:27]=[CH:26][CH:25]=[CH:24][CH:23]=2)=[C:6]([CH2:8][C:9]2[N:14]=[C:13]([C:15]([O:17]CC)=[O:16])[CH:12]=[CH:11][CH:10]=2)[CH:7]=1. The catalyst class is: 494. Product: [Cl:1][C:2]1[CH:3]=[CH:4][C:5]([O:20][CH2:21][C:22]2[CH:27]=[CH:26][CH:25]=[CH:24][CH:23]=2)=[C:6]([CH2:8][C:9]2[N:14]=[C:13]([C:15]([OH:17])=[O:16])[CH:12]=[CH:11][CH:10]=2)[CH:7]=1. (9) Reactant: [F:1][C:2]1[C:7]([CH3:8])=[CH:6][C:5]([NH:9][CH:10]2[CH2:15][CH2:14][N:13]([C@H:16]3[CH2:21][CH2:20][C@H:19]([O:22][CH:23]([CH3:25])[CH3:24])[CH2:18][CH2:17]3)[CH2:12][CH2:11]2)=[C:4]([N+:26]([O-])=O)[CH:3]=1.O.NN. Product: [F:1][C:2]1[CH:3]=[C:4]([NH2:26])[C:5]([NH:9][CH:10]2[CH2:15][CH2:14][N:13]([C@H:16]3[CH2:21][CH2:20][C@H:19]([O:22][CH:23]([CH3:24])[CH3:25])[CH2:18][CH2:17]3)[CH2:12][CH2:11]2)=[CH:6][C:7]=1[CH3:8]. The catalyst class is: 171.